From a dataset of Peptide-MHC class I binding affinity with 185,985 pairs from IEDB/IMGT. Regression. Given a peptide amino acid sequence and an MHC pseudo amino acid sequence, predict their binding affinity value. This is MHC class I binding data. The peptide sequence is LRNIYETEF. The MHC is HLA-A02:01 with pseudo-sequence HLA-A02:01. The binding affinity (normalized) is 0.0847.